This data is from Full USPTO retrosynthesis dataset with 1.9M reactions from patents (1976-2016). The task is: Predict the reactants needed to synthesize the given product. Given the product [CH2:66]([S:67]([NH:70][C:25]([CH:22]1[CH2:23][CH2:24][N:19]([C:9]2[C:8]([Cl:28])=[CH:7][C:6]([C:1](=[O:5])[CH2:2][CH2:3][CH3:4])=[C:11]([CH2:12][N:13]3[CH2:17][CH2:16][CH2:15][C:14]3=[O:18])[N:10]=2)[CH2:20][CH2:21]1)=[O:27])(=[O:69])=[O:68])[C:60]1[CH:65]=[CH:64][CH:63]=[CH:62][CH:61]=1, predict the reactants needed to synthesize it. The reactants are: [C:1]([C:6]1[CH:7]=[C:8]([Cl:28])[C:9]([N:19]2[CH2:24][CH2:23][CH:22]([C:25]([OH:27])=O)[CH2:21][CH2:20]2)=[N:10][C:11]=1[CH2:12][N:13]1[CH2:17][CH2:16][CH2:15][C:14]1=[O:18])(=[O:5])[CH2:2][CH2:3][CH3:4].CN(C(ON1N=NC2C=CC=CC1=2)=[N+](C)C)C.[B-](F)(F)(F)F.CCN(C(C)C)C(C)C.[C:60]1([CH2:66][S:67]([NH2:70])(=[O:69])=[O:68])[CH:65]=[CH:64][CH:63]=[CH:62][CH:61]=1.